This data is from Retrosynthesis with 50K atom-mapped reactions and 10 reaction types from USPTO. The task is: Predict the reactants needed to synthesize the given product. (1) Given the product Brc1cc(Br)cc(-c2ccc(OCc3ccccc3)cc2)c1, predict the reactants needed to synthesize it. The reactants are: Brc1cc(Br)cc(Br)c1.OB(O)c1ccc(OCc2ccccc2)cc1. (2) Given the product CC(=O)OC1CCc2c1ncc(NC(=O)c1nc(-c3c(F)cccc3F)sc1NC(=O)OC(C)(C)C)c2N1CCC[C@H](NC(=O)OC(C)(C)C)C1, predict the reactants needed to synthesize it. The reactants are: CC(=O)OC1CCc2c1ncc(N)c2N1CCC[C@H](NC(=O)OC(C)(C)C)C1.CC(C)(C)OC(=O)Nc1sc(-c2c(F)cccc2F)nc1C(=O)O. (3) Given the product CC(C)(C)[Si](C)(C)O[C@@H]1COC[C@H]1Oc1ccc(-c2c(C#N)c(N)nc(SCc3csc(-c4ccc(Cl)cc4)n3)c2C#N)cc1, predict the reactants needed to synthesize it. The reactants are: CC(C)(C)[Si](C)(C)O[C@@H]1COC[C@H]1Oc1ccc(-c2c(C#N)c(N)nc(S)c2C#N)cc1.ClCc1csc(-c2ccc(Cl)cc2)n1.